From a dataset of NCI-60 drug combinations with 297,098 pairs across 59 cell lines. Regression. Given two drug SMILES strings and cell line genomic features, predict the synergy score measuring deviation from expected non-interaction effect. (1) Drug 1: CC1CCC2CC(C(=CC=CC=CC(CC(C(=O)C(C(C(=CC(C(=O)CC(OC(=O)C3CCCCN3C(=O)C(=O)C1(O2)O)C(C)CC4CCC(C(C4)OC)O)C)C)O)OC)C)C)C)OC. Drug 2: C(CN)CNCCSP(=O)(O)O. Cell line: SK-MEL-5. Synergy scores: CSS=18.5, Synergy_ZIP=-3.30, Synergy_Bliss=2.57, Synergy_Loewe=-78.6, Synergy_HSA=1.06. (2) Drug 1: COC1=C2C(=CC3=C1OC=C3)C=CC(=O)O2. Drug 2: C1CCC(C(C1)N)N.C(=O)(C(=O)[O-])[O-].[Pt+4]. Cell line: NCIH23. Synergy scores: CSS=7.37, Synergy_ZIP=-10.7, Synergy_Bliss=-17.4, Synergy_Loewe=-22.7, Synergy_HSA=-14.7. (3) Drug 1: C1CCN(CC1)CCOC2=CC=C(C=C2)C(=O)C3=C(SC4=C3C=CC(=C4)O)C5=CC=C(C=C5)O. Drug 2: CCCCC(=O)OCC(=O)C1(CC(C2=C(C1)C(=C3C(=C2O)C(=O)C4=C(C3=O)C=CC=C4OC)O)OC5CC(C(C(O5)C)O)NC(=O)C(F)(F)F)O. Cell line: K-562. Synergy scores: CSS=2.99, Synergy_ZIP=-2.15, Synergy_Bliss=-4.07, Synergy_Loewe=-2.22, Synergy_HSA=-2.50. (4) Drug 1: CN1CCC(CC1)COC2=C(C=C3C(=C2)N=CN=C3NC4=C(C=C(C=C4)Br)F)OC. Drug 2: COC1=CC(=CC(=C1O)OC)C2C3C(COC3=O)C(C4=CC5=C(C=C24)OCO5)OC6C(C(C7C(O6)COC(O7)C8=CC=CS8)O)O. Cell line: NCI/ADR-RES. Synergy scores: CSS=1.77, Synergy_ZIP=-2.01, Synergy_Bliss=-3.73, Synergy_Loewe=-3.80, Synergy_HSA=-3.99. (5) Drug 1: C1=CC(=CC=C1CCC2=CNC3=C2C(=O)NC(=N3)N)C(=O)NC(CCC(=O)O)C(=O)O. Drug 2: C1C(C(OC1N2C=NC3=C2NC=NCC3O)CO)O. Cell line: NCIH23. Synergy scores: CSS=2.25, Synergy_ZIP=-1.41, Synergy_Bliss=-1.20, Synergy_Loewe=-1.16, Synergy_HSA=-0.861. (6) Drug 1: C1=CN(C(=O)N=C1N)C2C(C(C(O2)CO)O)O.Cl. Drug 2: CC1=C(C=C(C=C1)C(=O)NC2=CC(=CC(=C2)C(F)(F)F)N3C=C(N=C3)C)NC4=NC=CC(=N4)C5=CN=CC=C5. Cell line: HCC-2998. Synergy scores: CSS=22.3, Synergy_ZIP=-5.46, Synergy_Bliss=-1.74, Synergy_Loewe=-7.21, Synergy_HSA=-0.595. (7) Drug 1: CC12CCC(CC1=CCC3C2CCC4(C3CC=C4C5=CN=CC=C5)C)O. Drug 2: CC1OCC2C(O1)C(C(C(O2)OC3C4COC(=O)C4C(C5=CC6=C(C=C35)OCO6)C7=CC(=C(C(=C7)OC)O)OC)O)O. Cell line: SK-MEL-28. Synergy scores: CSS=21.6, Synergy_ZIP=-3.10, Synergy_Bliss=3.80, Synergy_Loewe=-1.89, Synergy_HSA=2.08.